This data is from Forward reaction prediction with 1.9M reactions from USPTO patents (1976-2016). The task is: Predict the product of the given reaction. (1) Given the reactants [N:1]([C:4]1[CH:9]=[CH:8][C:7]([B:10]([OH:12])[OH:11])=[CH:6][CH:5]=1)=[C:2]=[O:3].[CH2:13]1[C:21]2[C:16](=[CH:17][CH:18]=[CH:19][CH:20]=2)[CH2:15][NH:14]1.O, predict the reaction product. The product is: [CH3:15][C:16]1([CH3:17])[C:21]([CH3:13])([CH3:20])[O:12][B:10]([C:7]2[CH:6]=[CH:5][C:4]([NH:1][C:2]([N:14]3[CH2:15][C:16]4[C:21](=[CH:20][CH:19]=[CH:18][CH:17]=4)[CH2:13]3)=[O:3])=[CH:9][CH:8]=2)[O:11]1. (2) Given the reactants [F:1][C:2]([F:46])([F:45])[C:3]1[CH:4]=[C:5]([CH:13]([N:15]([CH2:27][C:28]2[C:33]([N:34]([CH2:37][CH:38]3[CH2:42][CH2:41][CH2:40][CH2:39]3)[CH2:35][CH3:36])=[CH:32][CH:31]=[C:30]([O:43][CH3:44])[N:29]=2)[C:16]2[N:21]=[CH:20][C:19]([O:22][CH2:23][CH2:24][S:25][CH3:26])=[CH:18][N:17]=2)[CH3:14])[CH:6]=[C:7]([C:9]([F:12])([F:11])[F:10])[CH:8]=1.OO.[S:49]([O-:52])([O-])=[O:50].[Na+].[Na+].[C:55](#N)C, predict the reaction product. The product is: [F:46][C:2]([F:1])([F:45])[C:3]1[CH:4]=[C:5]([CH:13]([N:15]([CH2:27][C:28]2[C:33]([N:34]([CH2:37][CH:38]3[CH2:39][CH2:40][CH2:41][CH2:42]3)[CH2:35][CH3:36])=[CH:32][CH:31]=[C:30]([O:43][CH3:44])[N:29]=2)[C:16]2[N:17]=[CH:18][C:19]([O:22][CH2:23][CH2:24][S:25]([CH3:26])=[O:50])=[CH:20][N:21]=2)[CH3:14])[CH:6]=[C:7]([C:9]([F:10])([F:11])[F:12])[CH:8]=1.[F:46][C:2]([F:1])([F:45])[C:3]1[CH:4]=[C:5]([CH:13]([N:15]([CH2:27][C:28]2[C:33]([N:34]([CH2:37][CH:38]3[CH2:39][CH2:40][CH2:41][CH2:42]3)[CH2:35][CH3:36])=[CH:32][CH:31]=[C:30]([O:43][CH3:44])[N:29]=2)[C:16]2[N:17]=[CH:18][C:19]([O:22][CH2:23][CH2:24][S:49]([CH3:55])(=[O:52])=[O:50])=[CH:20][N:21]=2)[CH3:14])[CH:6]=[C:7]([C:9]([F:11])([F:10])[F:12])[CH:8]=1. (3) Given the reactants [F:1][C:2]1[CH:3]=[CH:4][C:5]([CH3:11])=[C:6]([CH:10]=1)[C:7]([OH:9])=[O:8].OS(O)(=O)=O.[CH3:17]O, predict the reaction product. The product is: [CH3:17][O:8][C:7](=[O:9])[C:6]1[CH:10]=[C:2]([F:1])[CH:3]=[CH:4][C:5]=1[CH3:11]. (4) Given the reactants C(P(C(C)(C)C)C(C)(C)C)(C)(C)C.Br[C:15]1[CH:20]=[CH:19][C:18]([C:21]2[CH:26]=[CH:25][C:24]([N:27]([C:34]3[CH:39]=[CH:38][CH:37]=[CH:36][CH:35]=3)[C:28]3[CH:33]=[CH:32][CH:31]=[CH:30][CH:29]=3)=[CH:23][CH:22]=2)=[CH:17][CH:16]=1.[NH2:40][C:41]1[CH:46]=[CH:45][CH:44]=[CH:43][CH:42]=1.C(O[Na])(C)(C)C, predict the reaction product. The product is: [C:28]1([N:27]([C:34]2[CH:39]=[CH:38][CH:37]=[CH:36][CH:35]=2)[C:24]2[CH:25]=[CH:26][C:21]([C:18]3[CH:19]=[CH:20][C:15]([NH:40][C:41]4[CH:46]=[CH:45][CH:44]=[CH:43][CH:42]=4)=[CH:16][CH:17]=3)=[CH:22][CH:23]=2)[CH:33]=[CH:32][CH:31]=[CH:30][CH:29]=1. (5) Given the reactants [OH:1][C:2]1[CH:3]=[C:4]([CH:7]=[CH:8][CH:9]=1)[CH:5]=O.[CH3:10][NH:11][CH3:12].C(O[BH-](OC(=O)C)OC(=O)C)(=O)C.[Na+].CO, predict the reaction product. The product is: [CH3:10][N:11]([CH2:5][C:4]1[CH:3]=[C:2]([OH:1])[CH:9]=[CH:8][CH:7]=1)[CH3:12]. (6) The product is: [F:22][C:17]([F:23])([O:16][C:13]1[CH:14]=[CH:15][C:10]([N:24]2[CH:28]=[N:27][C:26]([C:29]3[CH:30]=[CH:31][C:32]([C:33]([O:35][CH3:36])=[O:34])=[CH:37][CH:38]=3)=[N:25]2)=[CH:11][CH:12]=1)[C:18]([F:21])([F:20])[F:19]. Given the reactants [O-]P([O-])([O-])=O.[K+].[K+].[K+].Br[C:10]1[CH:15]=[CH:14][C:13]([O:16][C:17]([F:23])([F:22])[C:18]([F:21])([F:20])[F:19])=[CH:12][CH:11]=1.[NH:24]1[CH:28]=[N:27][C:26]([C:29]2[CH:38]=[CH:37][C:32]([C:33]([O:35][CH3:36])=[O:34])=[CH:31][CH:30]=2)=[N:25]1.N1C2C(=CC=CC=2O)C=CC=1, predict the reaction product. (7) Given the reactants [C:1]12([CH:7]3[CH2:8][CH2:9][CH:4]1[CH:5]1[C:13](=O)[O:12][C:10](=[O:11])[CH:6]13)[CH2:3][CH2:2]2.[Li+].[BH4-], predict the reaction product. The product is: [C:1]12([C@@H:7]3[CH2:8][CH2:9][C@H:4]1[C@@H:5]1[C@H:6]3[C:10](=[O:11])[O:12][CH2:13]1)[CH2:3][CH2:2]2. (8) Given the reactants [F:1][C:2]([F:12])([F:11])[C:3]1[CH:10]=[CH:9][CH:8]=[CH:7][C:4]=1[CH:5]=O.[NH2:13][C:14]1[CH:18]=[CH:17][NH:16][N:15]=1.[N+:19]([CH2:22][C:23](=O)[CH3:24])([O-:21])=[O:20], predict the reaction product. The product is: [CH3:24][C:23]1[NH:13][C:14]2=[N:15][NH:16][CH:17]=[C:18]2[CH:5]([C:4]2[CH:7]=[CH:8][CH:9]=[CH:10][C:3]=2[C:2]([F:12])([F:11])[F:1])[C:22]=1[N+:19]([O-:21])=[O:20].